Dataset: Reaction yield outcomes from USPTO patents with 853,638 reactions. Task: Predict the reaction yield, written as a fraction of the theoretical maximum amount of product (1.0 means a 100% yield; for example, 0.34 means a 34% yield). The reactants are C[O:2][C:3](=[O:28])[CH2:4][NH:5][C:6]1[CH:27]=[CH:26][C:9]2[C:10]3[N:14]([CH2:15][CH2:16][O:17][C:8]=2[CH:7]=1)[CH:13]=[C:12]([C:18]1[N:19]([CH:23]([CH3:25])[CH3:24])[N:20]=[CH:21][N:22]=1)[N:11]=3.O.[OH-].[Li+:31]. The catalyst is O1CCOCC1.O. The product is [Li+:31].[CH:23]([N:19]1[C:18]([C:12]2[N:11]=[C:10]3[N:14]([CH2:15][CH2:16][O:17][C:8]4[CH:7]=[C:6]([NH:5][CH2:4][C:3]([O-:28])=[O:2])[CH:27]=[CH:26][C:9]=43)[CH:13]=2)=[N:22][CH:21]=[N:20]1)([CH3:25])[CH3:24]. The yield is 0.810.